From a dataset of Forward reaction prediction with 1.9M reactions from USPTO patents (1976-2016). Predict the product of the given reaction. (1) The product is: [N:1]([C:2]1[CH:7]=[CH:6][CH:5]=[C:4]([CH3:8])[C:3]=1[CH2:9][O:10][C:11]1[CH:15]=[CH:14][N:13]([C:16]2[C:17]([O:23][CH3:24])=[N:18][C:19]([Cl:22])=[CH:20][CH:21]=2)[N:12]=1)=[C:26]=[O:28]. Given the reactants [NH2:1][C:2]1[CH:7]=[CH:6][CH:5]=[C:4]([CH3:8])[C:3]=1[CH2:9][O:10][C:11]1[CH:15]=[CH:14][N:13]([C:16]2[C:17]([O:23][CH3:24])=[N:18][C:19]([Cl:22])=[CH:20][CH:21]=2)[N:12]=1.Cl[C:26](Cl)([O:28]C(=O)OC(Cl)(Cl)Cl)Cl, predict the reaction product. (2) Given the reactants [C:1]1(/[CH:7]=[CH:8]\[CH2:9][CH2:10][C:11](OCC)=[O:12])[CH:6]=[CH:5][CH:4]=[CH:3][CH:2]=1.CC(C[AlH]CC(C)C)C, predict the reaction product. The product is: [C:1]1(/[CH:7]=[CH:8]\[CH2:9][CH2:10][CH:11]=[O:12])[CH:6]=[CH:5][CH:4]=[CH:3][CH:2]=1. (3) The product is: [CH:1]1([C:4]2[CH:10]=[CH:9][C:7]([I:18])=[C:6]([N+:11]([O-:13])=[O:12])[CH:5]=2)[CH2:3][CH2:2]1. Given the reactants [CH:1]1([C:4]2[CH:10]=[CH:9][C:7](N)=[C:6]([N+:11]([O-:13])=[O:12])[CH:5]=2)[CH2:3][CH2:2]1.N([O-])=O.[Na+].[I-:18].[K+].C(OCC)(=O)C, predict the reaction product. (4) Given the reactants [NH2:1][C:2]1[CH:3]=[CH:4][C:5]2[C:11]([CH3:13])([CH3:12])[CH2:10][CH2:9][C:8](=[O:14])[N:7]([CH:15]([CH3:17])[CH3:16])[C:6]=2[CH:18]=1.Cl[C:20]1[N:25]=[C:24]([NH:26][C:27]2[CH:32]=[CH:31][C:30]([N:33]3[CH2:38][CH2:37][O:36][CH2:35][CH2:34]3)=[CH:29][C:28]=2[O:39][CH3:40])[C:23]([Cl:41])=[CH:22][N:21]=1, predict the reaction product. The product is: [Cl:41][C:23]1[C:24]([NH:26][C:27]2[CH:32]=[CH:31][C:30]([N:33]3[CH2:34][CH2:35][O:36][CH2:37][CH2:38]3)=[CH:29][C:28]=2[O:39][CH3:40])=[N:25][C:20]([NH:1][C:2]2[CH:3]=[CH:4][C:5]3[C:11]([CH3:12])([CH3:13])[CH2:10][CH2:9][C:8](=[O:14])[N:7]([CH:15]([CH3:16])[CH3:17])[C:6]=3[CH:18]=2)=[N:21][CH:22]=1. (5) Given the reactants [NH2:1][C@H:2]1[CH2:7][CH2:6][N:5]([C:8]2[S:12][C:11]([C:13]([O:15][CH3:16])=[O:14])=[CH:10][CH:9]=2)[CH2:4][C@H:3]1[O:17][CH3:18].[Cl:19][C:20]1[N:21]=[C:22]([C:27](O)=[O:28])[NH:23][C:24]=1[CH2:25][CH3:26].CCN=C=NCCCN(C)C.Cl.ON1C2C=CC=CC=2N=N1.CN1CCOCC1, predict the reaction product. The product is: [Cl:19][C:20]1[N:21]=[C:22]([C:27]([NH:1][C@H:2]2[CH2:7][CH2:6][N:5]([C:8]3[S:12][C:11]([C:13]([O:15][CH3:16])=[O:14])=[CH:10][CH:9]=3)[CH2:4][C@H:3]2[O:17][CH3:18])=[O:28])[NH:23][C:24]=1[CH2:25][CH3:26]. (6) Given the reactants [Br:1][C:2]1[CH:6]=[CH:5][NH:4][N:3]=1.[C:7]1([C:13](Cl)([C:20]2[CH:25]=[CH:24][CH:23]=[CH:22][CH:21]=2)[C:14]2[CH:19]=[CH:18][CH:17]=[CH:16][CH:15]=2)[CH:12]=[CH:11][CH:10]=[CH:9][CH:8]=1.CCN(CC)CC.O.C(Cl)Cl, predict the reaction product. The product is: [Br:1][C:2]1[CH:6]=[CH:5][N:4]([C:13]([C:7]2[CH:12]=[CH:11][CH:10]=[CH:9][CH:8]=2)([C:20]2[CH:21]=[CH:22][CH:23]=[CH:24][CH:25]=2)[C:14]2[CH:15]=[CH:16][CH:17]=[CH:18][CH:19]=2)[N:3]=1. (7) The product is: [Br:30][C:27]1[N:28]=[CH:29][C:24]([NH:23][C:10](=[O:11])[CH:9]([C:13]2[CH:14]=[CH:15][C:16]([S:19]([CH3:22])(=[O:20])=[O:21])=[CH:17][CH:18]=2)[CH2:8][C:5]2[CH:4]=[CH:3][C:2]([F:1])=[CH:7][CH:6]=2)=[N:25][CH:26]=1. Given the reactants [F:1][C:2]1[CH:7]=[CH:6][C:5]([CH2:8][CH:9]([C:13]2[CH:18]=[CH:17][C:16]([S:19]([CH3:22])(=[O:21])=[O:20])=[CH:15][CH:14]=2)[C:10](O)=[O:11])=[CH:4][CH:3]=1.[NH2:23][C:24]1[CH:29]=[N:28][C:27]([Br:30])=[CH:26][N:25]=1.CCN=C=NCCCN(C)C.Cl, predict the reaction product. (8) Given the reactants [F:1][C:2]([F:8])([F:7])[S:3]([NH2:6])(=[O:5])=[O:4].[CH3:9][N:10]1[C:14]2[CH:15]=[CH:16][C:17]([N:19]3[CH:24]=[C:23]([C:25](O)=[O:26])[C:22](=[O:28])[N:21]([C@H:29]4[C:37]5[C:32](=[C:33]([C:38]([F:41])([F:40])[F:39])[CH:34]=[CH:35][CH:36]=5)[CH2:31][CH2:30]4)[C:20]3=[O:42])=[CH:18][C:13]=2[O:12][C:11]1=[O:43].C1(N=C=NC2CCCCC2)CCCCC1, predict the reaction product. The product is: [CH3:9][N:10]1[C:14]2[CH:15]=[CH:16][C:17]([N:19]3[CH:24]=[C:23]([C:25]([NH:6][S:3]([C:2]([F:8])([F:7])[F:1])(=[O:5])=[O:4])=[O:26])[C:22](=[O:28])[N:21]([C@H:29]4[C:37]5[C:32](=[C:33]([C:38]([F:41])([F:40])[F:39])[CH:34]=[CH:35][CH:36]=5)[CH2:31][CH2:30]4)[C:20]3=[O:42])=[CH:18][C:13]=2[O:12][C:11]1=[O:43]. (9) Given the reactants CN(C(ON1N=NC2C=CC=NC1=2)=[N+](C)C)C.F[P-](F)(F)(F)(F)F.[NH2:25][C:26]1[C:27]([C:36]([OH:38])=O)=[CH:28][C:29]2[C:34]([CH:35]=1)=[CH:33][CH:32]=[CH:31][CH:30]=2.[NH2:39][C@H:40]([C:45]([O:47][CH3:48])=[O:46])[CH2:41][CH2:42][CH2:43][CH3:44].C(N(C(C)C)CC)(C)C, predict the reaction product. The product is: [NH2:25][C:26]1[C:27]([C:36]([NH:39][C@H:40]([C:45]([O:47][CH3:48])=[O:46])[CH2:41][CH2:42][CH2:43][CH3:44])=[O:38])=[CH:28][C:29]2[C:34]([CH:35]=1)=[CH:33][CH:32]=[CH:31][CH:30]=2. (10) Given the reactants C([O:3][C:4](=[O:38])[C:5]([CH3:37])([CH3:36])[NH:6][C:7](=[O:35])[C:8]1[CH:13]=[CH:12][C:11]([C:14]2[C:23]3[C:18](=[CH:19][C:20]([O:29][CH2:30][CH3:31])=[C:21]4[O:26][C:25]([CH3:28])([CH3:27])[CH2:24][C:22]4=3)[CH2:17][C:16]([CH3:33])([CH3:32])[N:15]=2)=[CH:10][C:9]=1[NH2:34])C.[OH-].[Na+], predict the reaction product. The product is: [NH2:34][C:9]1[CH:10]=[C:11]([C:14]2[C:23]3[C:18](=[CH:19][C:20]([O:29][CH2:30][CH3:31])=[C:21]4[O:26][C:25]([CH3:28])([CH3:27])[CH2:24][C:22]4=3)[CH2:17][C:16]([CH3:32])([CH3:33])[N:15]=2)[CH:12]=[CH:13][C:8]=1[C:7]([NH:6][C:5]([CH3:37])([C:4]([OH:38])=[O:3])[CH3:36])=[O:35].